From a dataset of Full USPTO retrosynthesis dataset with 1.9M reactions from patents (1976-2016). Predict the reactants needed to synthesize the given product. (1) Given the product [NH2:1][C:2]1[N:10]=[C:9]2[C:5]([N:6]=[CH:7][N:8]2[CH2:15][C:16]([O:18][CH2:19][CH3:20])=[O:17])=[C:4]([NH2:11])[N:3]=1, predict the reactants needed to synthesize it. The reactants are: [NH2:1][C:2]1[N:10]=[C:9]2[C:5]([NH:6][CH:7]=[N:8]2)=[C:4]([NH2:11])[N:3]=1.[H-].[Na+].Br[CH2:15][C:16]([O:18][CH2:19][CH3:20])=[O:17].C(O)C. (2) Given the product [CH3:1][C:2]1[CH:3]=[CH:4][C:5]([S:8]([O:11][CH2:12][CH:13]2[O:17][C:16](=[O:18])[N:15]([CH2:19][CH2:36][C:37]3[CH:42]=[CH:41][C:40]([O:43][CH3:44])=[CH:39][CH:38]=3)[CH2:14]2)(=[O:10])=[O:9])=[CH:6][CH:7]=1, predict the reactants needed to synthesize it. The reactants are: [CH3:1][C:2]1[CH:7]=[CH:6][C:5]([S:8]([O:11][CH2:12][CH:13]2[O:17][C:16](=[O:18])[N:15]([CH2:19]C3C=CC(F)=CC=3)[CH2:14]2)(=[O:10])=[O:9])=[CH:4][CH:3]=1.OCC1OC(=O)N(C[CH2:36][C:37]2[CH:42]=[CH:41][C:40]([O:43][CH3:44])=[CH:39][CH:38]=2)C1.FC1C=CC(CN2CC(CO)OC2=O)=CC=1. (3) Given the product [CH:13]([N:16]1[CH2:21][CH2:20][CH:19]([NH:22][C:1]([NH:45][C:40]2[CH:41]=[C:42]3[C:37](=[CH:38][CH:39]=2)[N:36]=[C:35]([NH:34][CH:32]2[C:33]4[C:29](=[CH:28][CH:27]=[CH:26][C:25]=4[O:24][CH3:23])[CH2:30][CH2:31]2)[CH:44]=[CH:43]3)=[O:2])[CH2:18][CH2:17]1)([CH3:15])[CH3:14], predict the reactants needed to synthesize it. The reactants are: [C:1](=O)(OC(Cl)(Cl)Cl)[O:2]C(Cl)(Cl)Cl.[CH:13]([N:16]1[CH2:21][CH2:20][CH:19]([NH2:22])[CH2:18][CH2:17]1)([CH3:15])[CH3:14].[CH3:23][O:24][C:25]1[CH:26]=[CH:27][CH:28]=[C:29]2[C:33]=1[CH:32]([NH:34][C:35]1[CH:44]=[CH:43][C:42]3[C:37](=[CH:38][CH:39]=[C:40]([NH2:45])[CH:41]=3)[N:36]=1)[CH2:31][CH2:30]2. (4) Given the product [CH3:21][C:22]1[C:27]([N:28]2[CH2:33][CH2:32][N:31]([C:11]([C:10]3[CH:14]=[CH:15][C:7]([N:3]4[CH2:4][CH2:5][CH2:6][S:2]4(=[O:1])=[O:20])=[CH:8][C:9]=3[S:16]([CH3:19])(=[O:18])=[O:17])=[O:13])[CH2:30][CH2:29]2)=[CH:26][CH:25]=[C:24]([CH3:34])[N:23]=1, predict the reactants needed to synthesize it. The reactants are: [O:1]=[S:2]1(=[O:20])[CH2:6][CH2:5][CH2:4][N:3]1[C:7]1[CH:15]=[CH:14][C:10]([C:11]([OH:13])=O)=[C:9]([S:16]([CH3:19])(=[O:18])=[O:17])[CH:8]=1.[CH3:21][C:22]1[C:27]([N:28]2[CH2:33][CH2:32][NH:31][CH2:30][CH2:29]2)=[CH:26][CH:25]=[C:24]([CH3:34])[N:23]=1. (5) Given the product [Cl:1][C:2]1[CH:11]=[CH:10][CH:9]=[C:8]2[C:3]=1[N:4]=[C:5]([C:14]1[CH:19]=[C:18]([F:20])[CH:17]=[CH:16][C:15]=1[Cl:21])[C:6]([CH:12]([OH:13])[CH3:22])=[N:7]2, predict the reactants needed to synthesize it. The reactants are: [Cl:1][C:2]1[CH:11]=[CH:10][CH:9]=[C:8]2[C:3]=1[N:4]=[C:5]([C:14]1[CH:19]=[C:18]([F:20])[CH:17]=[CH:16][C:15]=1[Cl:21])[C:6]([CH:12]=[O:13])=[N:7]2.[CH2:22]1COCC1.C[Mg]Br.C(OCC)C. (6) Given the product [CH:1]([C:4]1[N:5]=[C:6]([C:9]2[CH:18]=[C:17]([O:19][CH:20]3[CH2:37][CH:36]4[CH:22]([C:23](=[O:43])[N:24]([CH3:47])[CH2:25][CH2:26][CH2:27][CH2:28][CH:29]=[CH:30][CH:31]5[C:33]([C:40]([NH:65][S:62]([CH:59]6[CH2:61][CH2:60]6)(=[O:64])=[O:63])=[O:41])([NH:34][C:35]4=[O:38])[CH2:32]5)[CH2:21]3)[C:16]3[C:11](=[C:12]([CH3:46])[C:13]([O:44][CH3:45])=[CH:14][CH:15]=3)[N:10]=2)[S:7][CH:8]=1)([CH3:3])[CH3:2], predict the reactants needed to synthesize it. The reactants are: [CH:1]([C:4]1[N:5]=[C:6]([C:9]2[CH:18]=[C:17]([O:19][CH:20]3[CH2:37][CH:36]4[CH:22]([C:23](=[O:43])[NH:24][CH2:25][CH2:26][CH2:27][CH2:28][CH:29]=[CH:30][CH:31]5[C:33]([C:40](O)=[O:41])([N:34](C)[C:35]4=[O:38])[CH2:32]5)[CH2:21]3)[C:16]3[C:11](=[C:12]([CH3:46])[C:13]([O:44][CH3:45])=[CH:14][CH:15]=3)[N:10]=2)[S:7][CH:8]=1)([CH3:3])[CH3:2].[C:47](N1C=CN=C1)(N1C=CN=C1)=O.[CH:59]1([S:62]([NH2:65])(=[O:64])=[O:63])[CH2:61][CH2:60]1.C1CCN2C(=NCCC2)CC1. (7) Given the product [CH2:29]([NH:32][C:7]1[C:8]2[C:13]([N:14]=[C:15]3[C:20]=1[CH2:19][CH2:18][CH2:17][CH2:16]3)=[CH:12][CH:11]=[CH:10][CH:9]=2)[C:30]#[CH:31], predict the reactants needed to synthesize it. The reactants are: FC(F)(F)S(O[C:7]1[C:8]2[C:13]([N:14]=[C:15]3[C:20]=1[CH2:19][CH2:18][CH2:17][CH2:16]3)=[CH:12][CH:11]=[CH:10][CH:9]=2)(=O)=O.C([O-])([O-])=O.[Cs+].[Cs+].[CH2:29]([NH2:32])[C:30]#[CH:31]. (8) Given the product [F:12][C:5]1[CH:4]=[CH:3][C:2]([N:18]2[CH2:17][C@@H:16]([CH3:20])[N:15]([CH2:21][CH2:22][CH3:23])[C@@H:14]([CH3:13])[CH2:19]2)=[CH:7][C:6]=1[C:8]([F:11])([F:10])[F:9], predict the reactants needed to synthesize it. The reactants are: Br[C:2]1[CH:3]=[CH:4][C:5]([F:12])=[C:6]([C:8]([F:11])([F:10])[F:9])[CH:7]=1.[CH3:13][C@H:14]1[CH2:19][NH:18][CH2:17][C@@H:16]([CH3:20])[N:15]1[CH2:21][CH2:22][CH3:23].Cl. (9) Given the product [CH2:30]([O:29][C:27](=[O:28])[CH2:26][CH2:25][CH2:24][CH2:23][CH2:22][CH2:21][N:9]([C:4]1[CH:5]=[CH:6][CH:7]=[CH:8][N:3]=1)[C:10]1[CH:19]=[CH:18][C:17]2[C:12](=[CH:13][CH:14]=[CH:15][CH:16]=2)[N:11]=1)[CH3:31], predict the reactants needed to synthesize it. The reactants are: [H-].[Na+].[N:3]1[CH:8]=[CH:7][CH:6]=[CH:5][C:4]=1[NH:9][C:10]1[CH:19]=[CH:18][C:17]2[C:12](=[CH:13][CH:14]=[CH:15][CH:16]=2)[N:11]=1.Br[CH2:21][CH2:22][CH2:23][CH2:24][CH2:25][CH2:26][C:27]([O:29][CH2:30][CH3:31])=[O:28].[O-]S([O-])(=S)=O.[Na+].[Na+].